This data is from Peptide-MHC class II binding affinity with 134,281 pairs from IEDB. The task is: Regression. Given a peptide amino acid sequence and an MHC pseudo amino acid sequence, predict their binding affinity value. This is MHC class II binding data. (1) The peptide sequence is TPFPHRKGVLFNIQYVNYWF. The MHC is HLA-DPA10201-DPB10501 with pseudo-sequence HLA-DPA10201-DPB10501. The binding affinity (normalized) is 0.412. (2) The peptide sequence is LKIVDVKLSAEESRI. The MHC is DRB1_0101 with pseudo-sequence DRB1_0101. The binding affinity (normalized) is 0.753. (3) The peptide sequence is INEPTAAAIAYMLDR. The MHC is HLA-DQA10102-DQB10602 with pseudo-sequence HLA-DQA10102-DQB10602. The binding affinity (normalized) is 0.839.